This data is from Rat liver microsome stability data. The task is: Regression/Classification. Given a drug SMILES string, predict its absorption, distribution, metabolism, or excretion properties. Task type varies by dataset: regression for continuous measurements (e.g., permeability, clearance, half-life) or binary classification for categorical outcomes (e.g., BBB penetration, CYP inhibition). Dataset: rlm. The result is 0 (unstable in rat liver microsomes). The drug is COC(=O)Nc1ccc2c(c1)NC(=O)[C@H](C)CCC[C@H](N1CC[C@H](c3c(F)ccc(Cl)c3F)OC1=O)c1cc-2ccn1.